From a dataset of Full USPTO retrosynthesis dataset with 1.9M reactions from patents (1976-2016). Predict the reactants needed to synthesize the given product. Given the product [Cl:19][C:20]1[CH:21]=[CH:22][C:23]([C:26]2[S:30][C:29]([CH:31]=[C:3]3[C:2](=[O:1])[N:6]([CH:7]([CH2:11][C:12]4[CH:17]=[CH:16][CH:15]=[CH:14][CH:13]=4)[C:8]([OH:10])=[O:9])[C:5](=[S:18])[NH:4]3)=[CH:28][CH:27]=2)=[CH:24][CH:25]=1, predict the reactants needed to synthesize it. The reactants are: [O:1]=[C:2]1[N:6]([CH:7]([CH2:11][C:12]2[CH:17]=[CH:16][CH:15]=[CH:14][CH:13]=2)[C:8]([OH:10])=[O:9])[C:5](=[S:18])[NH:4][CH2:3]1.[Cl:19][C:20]1[CH:25]=[CH:24][C:23]([C:26]2[S:30][C:29]([CH:31]=O)=[CH:28][CH:27]=2)=[CH:22][CH:21]=1.NCCC(O)=O.CO.C(Cl)Cl.